Dataset: Full USPTO retrosynthesis dataset with 1.9M reactions from patents (1976-2016). Task: Predict the reactants needed to synthesize the given product. Given the product [S:1]1[CH:5]=[CH:4][CH:3]=[C:2]1[CH2:6][NH:7][C:8]([C:10]1[CH:25]=[C:13]2[CH:14]=[C:15]([C:19]3[CH:24]=[CH:23][CH:22]=[CH:21][CH:20]=3)[CH:16]=[C:17]([NH:27][CH3:26])[N:12]2[N:11]=1)=[O:9], predict the reactants needed to synthesize it. The reactants are: [S:1]1[CH:5]=[CH:4][CH:3]=[C:2]1[CH2:6][NH:7][C:8]([C:10]1[CH:25]=[C:13]2[CH:14]=[C:15]([C:19]3[CH:24]=[CH:23][CH:22]=[CH:21][CH:20]=3)[CH:16]=[C:17](Cl)[N:12]2[N:11]=1)=[O:9].[CH3:26][NH2:27].